This data is from Forward reaction prediction with 1.9M reactions from USPTO patents (1976-2016). The task is: Predict the product of the given reaction. Given the reactants [CH3:1][O:2][C:3]1[N:4]=[C:5]2[C:10](=[CH:11][CH:12]=1)[N:9]=[CH:8][CH:7]=[C:6]2[C:13]1[CH:14]=[CH:15][C:16]([CH2:19][CH2:20][NH:21]C(=O)OC(C)(C)C)=[N:17][CH:18]=1.[ClH:29], predict the reaction product. The product is: [ClH:29].[CH3:1][O:2][C:3]1[N:4]=[C:5]2[C:10](=[CH:11][CH:12]=1)[N:9]=[CH:8][CH:7]=[C:6]2[C:13]1[CH:14]=[CH:15][C:16]([CH2:19][CH2:20][NH2:21])=[N:17][CH:18]=1.